From a dataset of Reaction yield outcomes from USPTO patents with 853,638 reactions. Predict the reaction yield, written as a fraction of the theoretical maximum amount of product (1.0 means a 100% yield; for example, 0.34 means a 34% yield). (1) The reactants are [Br:1][C:2]1[CH:3]=[C:4]2[C:8](=[CH:9][CH:10]=1)[C:7](=O)[CH2:6][CH2:5]2.C([SiH](CC)CC)C. The catalyst is C1C=CN=CC=1.F. The product is [Br:1][C:2]1[CH:3]=[C:4]2[C:8](=[CH:9][CH:10]=1)[CH2:7][CH2:6][CH2:5]2. The yield is 0.650. (2) The reactants are [CH3:1][O:2][C:3](=[O:12])[C:4]1[CH:9]=[C:8](I)[CH:7]=[C:6]([I:11])[CH:5]=1.[Cl:13][C:14]1[CH:19]=[CH:18][C:17]([CH2:20][NH:21][C:22]2[CH:23]=[CH:24][C:25]([CH:28]=[O:29])=[N:26][CH:27]=2)=[CH:16][CH:15]=1.[Cr](Cl)([O-])(=O)=O.[NH+]1C=CC=CC=1. The catalyst is C(Cl)Cl. The product is [CH3:1][O:2][C:3](=[O:12])[C:4]1[CH:5]=[C:6]([I:11])[CH:7]=[C:8]([C:28]([C:25]2[CH:24]=[CH:23][C:22]([NH:21][CH2:20][C:17]3[CH:16]=[CH:15][C:14]([Cl:13])=[CH:19][CH:18]=3)=[CH:27][N:26]=2)=[O:29])[CH:9]=1. The yield is 0.400. (3) The reactants are C(OC([NH:8][C@@H:9]1[C@H:14]([NH:15][C:16]2[N:21]=[C:20]([C:22]3[S:26][N:25]=[C:24]([CH2:27][CH3:28])[CH:23]=3)[C:19]3[C:29](=[O:39])[N:30](C(OC(C)(C)C)=O)[CH2:31][C:18]=3[C:17]=2[F:40])[CH2:13][CH2:12][O:11][CH2:10]1)=O)(C)(C)C.Cl.O1CCOCC1.CCO. The yield is 0.700. The product is [NH2:8][C@@H:9]1[C@H:14]([NH:15][C:16]2[N:21]=[C:20]([C:22]3[S:26][N:25]=[C:24]([CH2:27][CH3:28])[CH:23]=3)[C:19]3[C:29](=[O:39])[NH:30][CH2:31][C:18]=3[C:17]=2[F:40])[CH2:13][CH2:12][O:11][CH2:10]1. The catalyst is CO. (4) The reactants are [N:1]([C@@H:4]1[CH2:8][C@@H:7]([CH2:9][OH:10])[C@@H:6]([O:11][Si:12]([C:15]([CH3:18])([CH3:17])[CH3:16])([CH3:14])[CH3:13])[CH2:5]1)=[N+]=[N-].CCOC(C)=O. The catalyst is [Pd]. The product is [NH2:1][C@@H:4]1[CH2:8][C@@H:7]([CH2:9][OH:10])[C@@H:6]([O:11][Si:12]([C:15]([CH3:18])([CH3:17])[CH3:16])([CH3:13])[CH3:14])[CH2:5]1. The yield is 0.875. (5) The reactants are [N:1]12[CH2:8][CH2:7][C:4]([C:9]([C:17]3[CH:22]=[CH:21][CH:20]=[CH:19][CH:18]=3)([C:11]3[CH:16]=[CH:15][CH:14]=[CH:13][CH:12]=3)[OH:10])([CH2:5][CH2:6]1)[CH2:3][CH2:2]2.[Br:23][CH2:24][CH2:25][CH2:26][O:27][C:28]1[CH:33]=[CH:32][C:31]([O:34][CH2:35][C:36]2[CH:41]=[CH:40][CH:39]=[CH:38][CH:37]=2)=[CH:30][CH:29]=1. The catalyst is CC#N. The product is [Br-:23].[OH:10][C:9]([C:17]1[CH:22]=[CH:21][CH:20]=[CH:19][CH:18]=1)([C:11]1[CH:12]=[CH:13][CH:14]=[CH:15][CH:16]=1)[C:4]12[CH2:5][CH2:6][N+:1]([CH2:24][CH2:25][CH2:26][O:27][C:28]3[CH:33]=[CH:32][C:31]([O:34][CH2:35][C:36]4[CH:41]=[CH:40][CH:39]=[CH:38][CH:37]=4)=[CH:30][CH:29]=3)([CH2:2][CH2:3]1)[CH2:8][CH2:7]2. The yield is 0.833. (6) The reactants are IC.[Cl:3][C:4]1[C:5]2[CH:12]=[CH:11][NH:10][C:6]=2[N:7]=[CH:8][N:9]=1.[C:13](=O)([O-])[O-].[Cs+].[Cs+]. The catalyst is CN(C=O)C. The product is [Cl:3][C:4]1[C:5]2[CH:12]=[CH:11][N:10]([CH3:13])[C:6]=2[N:7]=[CH:8][N:9]=1. The yield is 0.940. (7) The reactants are I[C:2]1[CH:3]=[CH:4][C:5]2[N:6]([CH:8]=[C:9]([NH2:11])[N:10]=2)[N:7]=1.[NH2:12][C:13]1[CH:14]=[C:15]([OH:19])[CH:16]=[CH:17][CH:18]=1.C(=O)([O-])[O-].[K+].[K+].CN(C)C=O. The catalyst is O. The product is [NH2:12][C:13]1[CH:14]=[C:15]([CH:16]=[CH:17][CH:18]=1)[O:19][C:2]1[CH:3]=[CH:4][C:5]2[N:6]([CH:8]=[C:9]([NH2:11])[N:10]=2)[N:7]=1. The yield is 0.370. (8) The reactants are Cl.Cl.[Cl:3][C:4]1[CH:9]=[CH:8][C:7]([N:10]2[CH2:15][CH2:14][NH:13][CH2:12][CH2:11]2)=[CH:6][CH:5]=1.C(N(CC)CC)C.[Cl:23][CH2:24][CH2:25][C:26](Cl)=[O:27]. The catalyst is C(Cl)Cl. The product is [Cl:23][CH2:24][CH2:25][C:26]([N:13]1[CH2:14][CH2:15][N:10]([C:7]2[CH:6]=[CH:5][C:4]([Cl:3])=[CH:9][CH:8]=2)[CH2:11][CH2:12]1)=[O:27]. The yield is 0.515. (9) The reactants are Cl[C:2]1[N:7]=[C:6]2[NH:8][N:9]=[C:10]([C:11]3[CH:16]=[CH:15][CH:14]=[CH:13][C:12]=3[O:17][CH3:18])[C:5]2=[CH:4][N:3]=1.[NH2:19][C:20]1[CH:25]=[CH:24][CH:23]=[CH:22][CH:21]=1. No catalyst specified. The product is [CH3:18][O:17][C:12]1[CH:13]=[CH:14][CH:15]=[CH:16][C:11]=1[C:10]1[C:5]2[C:6](=[N:7][C:2]([NH:19][C:20]3[CH:25]=[CH:24][CH:23]=[CH:22][CH:21]=3)=[N:3][CH:4]=2)[NH:8][N:9]=1. The yield is 0.690. (10) The yield is 0.0500. The product is [OH:15][CH2:14][CH2:13][NH:12][S:9]([CH2:8][C:4]1[CH:5]=[CH:6][CH:7]=[C:2]([NH:1][C:18]2[C:17]([Cl:16])=[CH:22][C:21]([Cl:23])=[CH:20][C:19]=2[Cl:24])[CH:3]=1)(=[O:11])=[O:10]. The catalyst is O1CCOCC1.C1C=CC(/C=C/C(/C=C/C2C=CC=CC=2)=O)=CC=1.C1C=CC(/C=C/C(/C=C/C2C=CC=CC=2)=O)=CC=1.C1C=CC(/C=C/C(/C=C/C2C=CC=CC=2)=O)=CC=1.[Pd].[Pd]. The reactants are [NH2:1][C:2]1[CH:3]=[C:4]([CH2:8][S:9]([NH:12][CH2:13][CH2:14][OH:15])(=[O:11])=[O:10])[CH:5]=[CH:6][CH:7]=1.[Cl:16][C:17]1[CH:22]=[C:21]([Cl:23])[CH:20]=[C:19]([Cl:24])[C:18]=1Br.C([O-])([O-])=O.[K+].[K+].CC1(C)C2C(=C(P(C3C=CC=CC=3)C3C=CC=CC=3)C=CC=2)OC2C(P(C3C=CC=CC=3)C3C=CC=CC=3)=CC=CC1=2.